This data is from Forward reaction prediction with 1.9M reactions from USPTO patents (1976-2016). The task is: Predict the product of the given reaction. (1) Given the reactants [C:1]1([CH3:18])[CH:6]=[C:5]([CH3:7])[CH:4]=[C:3]([CH3:8])[C:2]=1[C:9]1[NH:13][C:12]([CH3:14])=[N:11][C:10]=1[N+:15]([O-])=O.[C:19]([CH:22]1[CH2:27][CH2:26][O:25][C:23]1=[O:24])(=O)[CH3:20], predict the reaction product. The product is: [OH:25][CH2:26][CH2:27][C:22]1[C:19]([CH3:20])=[N:15][C:10]2[N:11]([C:12]([CH3:14])=[N:13][C:9]=2[C:2]2[C:3]([CH3:8])=[CH:4][C:5]([CH3:7])=[CH:6][C:1]=2[CH3:18])[C:23]=1[OH:24]. (2) Given the reactants [CH:1]([C:3]1[CH:4]=[C:5]2[C:10](=[CH:11][CH:12]=1)[CH2:9][N:8]([C:13]([O:15][C:16]([CH3:19])([CH3:18])[CH3:17])=[O:14])[CH2:7][CH2:6]2)=O.[OH:20][C:21]([CH3:32])([CH3:31])[CH2:22][C:23]([N:25]1[CH2:30][CH2:29][NH:28][CH2:27][CH2:26]1)=[O:24].[BH4-].[Na+].O, predict the reaction product. The product is: [OH:20][C:21]([CH3:32])([CH3:31])[CH2:22][C:23]([N:25]1[CH2:30][CH2:29][N:28]([CH2:1][C:3]2[CH:4]=[C:5]3[C:10](=[CH:11][CH:12]=2)[CH2:9][N:8]([C:13]([O:15][C:16]([CH3:19])([CH3:18])[CH3:17])=[O:14])[CH2:7][CH2:6]3)[CH2:27][CH2:26]1)=[O:24]. (3) Given the reactants N.CC(C)(C)CC[NH2:6].[O:9]=[C:10]1[C:18]2([C:22]3=[CH:23][C:24]4[O:28][CH2:27][O:26][C:25]=4[CH:29]=[C:21]3[O:20][CH2:19]2)[C:17]2[C:12](=[CH:13][CH:14]=[CH:15][CH:16]=2)[N:11]1[CH2:30][C:31]1[O:35][C:34]([C:36]([F:39])([F:38])[F:37])=[C:33]([C:40](O)=[O:41])[CH:32]=1.O=C1C2(COC3C=C4C(=CC2=3)CCO4)C2C(=CC=CC=2)N1CC(O)=O, predict the reaction product. The product is: [O:9]=[C:10]1[C:18]2([C:22]3=[CH:23][C:24]4[O:28][CH2:27][O:26][C:25]=4[CH:29]=[C:21]3[O:20][CH2:19]2)[C:17]2[C:12](=[CH:13][CH:14]=[CH:15][CH:16]=2)[N:11]1[CH2:30][C:31]1[O:35][C:34]([C:36]([F:38])([F:39])[F:37])=[C:33]([C:40]([NH2:6])=[O:41])[CH:32]=1. (4) Given the reactants [Cl:1][C:2]1[CH:7]=[CH:6][C:5]([N:8]2[CH2:13][CH2:12][CH:11]([N:14](C)[C:15](=O)OC(C)(C)C)[CH2:10][CH2:9]2)=[CH:4][CH:3]=1, predict the reaction product. The product is: [Cl:1][C:2]1[CH:7]=[CH:6][C:5]([N:8]2[CH2:9][CH2:10][CH:11]([NH:14][CH3:15])[CH2:12][CH2:13]2)=[CH:4][CH:3]=1.